This data is from HIV replication inhibition screening data with 41,000+ compounds from the AIDS Antiviral Screen. The task is: Binary Classification. Given a drug SMILES string, predict its activity (active/inactive) in a high-throughput screening assay against a specified biological target. (1) The drug is CN1CN(c2ccccc2)C2(CCNCC2)C1=O. The result is 0 (inactive). (2) The drug is CN(c1ccccc1)S(=O)(=O)c1cccc([N+](=O)[O-])c1. The result is 1 (active). (3) The molecule is COc1cc(Nc2nc3cc(C(F)(F)F)ccc3nc2-c2ccccc2)cc(OC)c1OC. The result is 0 (inactive).